From a dataset of NCI-60 drug combinations with 297,098 pairs across 59 cell lines. Regression. Given two drug SMILES strings and cell line genomic features, predict the synergy score measuring deviation from expected non-interaction effect. (1) Drug 1: C1=CC(=CC=C1CCCC(=O)O)N(CCCl)CCCl. Drug 2: CCCCCOC(=O)NC1=NC(=O)N(C=C1F)C2C(C(C(O2)C)O)O. Cell line: NCIH23. Synergy scores: CSS=39.3, Synergy_ZIP=-2.10, Synergy_Bliss=-8.38, Synergy_Loewe=-26.0, Synergy_HSA=-8.25. (2) Drug 1: CCC1=CC2CC(C3=C(CN(C2)C1)C4=CC=CC=C4N3)(C5=C(C=C6C(=C5)C78CCN9C7C(C=CC9)(C(C(C8N6C)(C(=O)OC)O)OC(=O)C)CC)OC)C(=O)OC.C(C(C(=O)O)O)(C(=O)O)O. Drug 2: CC12CCC3C(C1CCC2O)C(CC4=C3C=CC(=C4)O)CCCCCCCCCS(=O)CCCC(C(F)(F)F)(F)F. Cell line: RPMI-8226. Synergy scores: CSS=42.9, Synergy_ZIP=2.00, Synergy_Bliss=4.91, Synergy_Loewe=-26.6, Synergy_HSA=3.30. (3) Drug 1: C1=NC2=C(N1)C(=S)N=C(N2)N. Drug 2: CC(C)NC(=O)C1=CC=C(C=C1)CNNC.Cl. Cell line: NCI-H460. Synergy scores: CSS=28.7, Synergy_ZIP=-1.35, Synergy_Bliss=-2.68, Synergy_Loewe=-18.2, Synergy_HSA=-5.00. (4) Drug 1: CC1=C(C(=O)C2=C(C1=O)N3CC4C(C3(C2COC(=O)N)OC)N4)N. Drug 2: C1CN(P(=O)(OC1)NCCCl)CCCl. Cell line: SNB-75. Synergy scores: CSS=37.1, Synergy_ZIP=-2.31, Synergy_Bliss=2.36, Synergy_Loewe=-76.9, Synergy_HSA=2.72. (5) Drug 1: C1=CC(=CC=C1CCC2=CNC3=C2C(=O)NC(=N3)N)C(=O)NC(CCC(=O)O)C(=O)O. Drug 2: CCC1(CC2CC(C3=C(CCN(C2)C1)C4=CC=CC=C4N3)(C5=C(C=C6C(=C5)C78CCN9C7C(C=CC9)(C(C(C8N6C)(C(=O)OC)O)OC(=O)C)CC)OC)C(=O)OC)O.OS(=O)(=O)O. Cell line: NCIH23. Synergy scores: CSS=27.1, Synergy_ZIP=-7.00, Synergy_Bliss=-1.93, Synergy_Loewe=-18.7, Synergy_HSA=-1.81.